This data is from Peptide-MHC class I binding affinity with 185,985 pairs from IEDB/IMGT. The task is: Regression. Given a peptide amino acid sequence and an MHC pseudo amino acid sequence, predict their binding affinity value. This is MHC class I binding data. (1) The peptide sequence is FVSLVKKNKK. The MHC is HLA-A31:01 with pseudo-sequence HLA-A31:01. The binding affinity (normalized) is 0.478. (2) The peptide sequence is MTIDLDPVIY. The MHC is HLA-A30:02 with pseudo-sequence HLA-A30:02. The binding affinity (normalized) is 0.0623. (3) The peptide sequence is ETKRNIARHL. The MHC is HLA-A02:01 with pseudo-sequence HLA-A02:01. The binding affinity (normalized) is 0. (4) The peptide sequence is STITNEFCV. The MHC is HLA-A02:03 with pseudo-sequence HLA-A02:03. The binding affinity (normalized) is 0.268. (5) The peptide sequence is FMYEDALKS. The MHC is HLA-A69:01 with pseudo-sequence HLA-A69:01. The binding affinity (normalized) is 0.333. (6) The peptide sequence is IGYRLGMGK. The MHC is HLA-A69:01 with pseudo-sequence HLA-A69:01. The binding affinity (normalized) is 0.0847. (7) The peptide sequence is RMMATKDSF. The MHC is HLA-A25:01 with pseudo-sequence HLA-A25:01. The binding affinity (normalized) is 0.0847.